Dataset: Catalyst prediction with 721,799 reactions and 888 catalyst types from USPTO. Task: Predict which catalyst facilitates the given reaction. Reactant: [CH3:1][N:2]1[CH2:25][CH2:24][C:5]2[N:6]([CH2:14][C:15]([C:18]3[CH:19]=[N:20][CH:21]=[CH:22][CH:23]=3)([OH:17])[CH3:16])[C:7]3[CH:8]=[CH:9][C:10]([CH3:13])=[CH:11][C:12]=3[C:4]=2[CH2:3]1.[H-].[Na+].[C:28](Cl)(=[O:33])[C:29]([CH3:32])([CH3:31])[CH3:30]. Product: [CH3:1][N:2]1[CH2:25][CH2:24][C:5]2[N:6]([CH2:14][C:15]([O:17][C:28](=[O:33])[C:29]([CH3:32])([CH3:31])[CH3:30])([CH3:16])[C:18]3[CH:19]=[N:20][CH:21]=[CH:22][CH:23]=3)[C:7]3[CH:8]=[CH:9][C:10]([CH3:13])=[CH:11][C:12]=3[C:4]=2[CH2:3]1. The catalyst class is: 3.